From a dataset of HIV replication inhibition screening data with 41,000+ compounds from the AIDS Antiviral Screen. Binary Classification. Given a drug SMILES string, predict its activity (active/inactive) in a high-throughput screening assay against a specified biological target. The drug is Cn1cc([N+](=O)[O-])cc1C(=O)Nc1ccc(S(=O)(=O)O)c2cc(S(=O)(=O)O)ccc12.[NaH]. The result is 0 (inactive).